From a dataset of Forward reaction prediction with 1.9M reactions from USPTO patents (1976-2016). Predict the product of the given reaction. Given the reactants C([O:8][C:9]1[CH:14]=[CH:13][C:12]([C:15]2[C:20](=[O:21])[N:19]3[CH2:22][CH2:23][N:24]([C:25]4[CH:30]=[CH:29][CH:28]=[CH:27][CH:26]=4)[C:18]3=[N:17][CH:16]=2)=[CH:11][C:10]=1[F:31])C1C=CC=CC=1, predict the reaction product. The product is: [F:31][C:10]1[CH:11]=[C:12]([C:15]2[C:20](=[O:21])[N:19]3[CH2:22][CH2:23][N:24]([C:25]4[CH:26]=[CH:27][CH:28]=[CH:29][CH:30]=4)[C:18]3=[N:17][CH:16]=2)[CH:13]=[CH:14][C:9]=1[OH:8].